Dataset: Forward reaction prediction with 1.9M reactions from USPTO patents (1976-2016). Task: Predict the product of the given reaction. (1) Given the reactants [C:1]([N:4]1[C:13]2[C:8](=[CH:9][C:10]([C:14]3[CH2:19][CH2:18][N:17]([C:20]([O:22][C:23]([CH3:26])([CH3:25])[CH3:24])=[O:21])[CH2:16][CH:15]=3)=[CH:11][CH:12]=2)[C@H:7]([NH2:27])[C@@H:6]([CH3:28])[C@@H:5]1[CH:29]1[CH2:31][CH2:30]1)(=[O:3])[CH3:2].Br[C:33]1[CH:40]=[CH:39][C:36]([C:37]#[N:38])=[CH:35][CH:34]=1.CN(C1C(C2C(P(C3CCCCC3)C3CCCCC3)=CC=CC=2)=CC=CC=1)C.CC(C)([O-])C.[Na+], predict the reaction product. The product is: [C:1]([N:4]1[C:13]2[C:8](=[CH:9][C:10]([C:14]3[CH2:19][CH2:18][N:17]([C:20]([O:22][C:23]([CH3:26])([CH3:25])[CH3:24])=[O:21])[CH2:16][CH:15]=3)=[CH:11][CH:12]=2)[C@H:7]([NH:27][C:33]2[CH:40]=[CH:39][C:36]([C:37]#[N:38])=[CH:35][CH:34]=2)[C@@H:6]([CH3:28])[C@@H:5]1[CH:29]1[CH2:30][CH2:31]1)(=[O:3])[CH3:2]. (2) Given the reactants [F:1][C:2]1[CH:7]=[C:6]([NH:8][CH2:9][C:10]2[CH:11]=[C:12]([C:17]3[C:22]([CH3:23])=[CH:21][C:20]([O:24][CH2:25][C:26]4([OH:34])[CH2:31][CH2:30][S:29](=[O:33])(=[O:32])[CH2:28][CH2:27]4)=[CH:19][C:18]=3[CH3:35])[C:13]([CH3:16])=[CH:14][CH:15]=2)[CH:5]=[CH:4][C:3]=1[CH2:36][CH2:37][C:38]([OH:40])=[O:39].[OH-].[Na+].[Cl-].[Ca+2:44].[Cl-], predict the reaction product. The product is: [Ca+2:44].[F:1][C:2]1[CH:7]=[C:6]([NH:8][CH2:9][C:10]2[CH:11]=[C:12]([C:17]3[C:22]([CH3:23])=[CH:21][C:20]([O:24][CH2:25][C:26]4([OH:34])[CH2:27][CH2:28][S:29](=[O:33])(=[O:32])[CH2:30][CH2:31]4)=[CH:19][C:18]=3[CH3:35])[C:13]([CH3:16])=[CH:14][CH:15]=2)[CH:5]=[CH:4][C:3]=1[CH2:36][CH2:37][C:38]([O-:40])=[O:39].[F:1][C:2]1[CH:7]=[C:6]([NH:8][CH2:9][C:10]2[CH:11]=[C:12]([C:17]3[C:22]([CH3:23])=[CH:21][C:20]([O:24][CH2:25][C:26]4([OH:34])[CH2:27][CH2:28][S:29](=[O:33])(=[O:32])[CH2:30][CH2:31]4)=[CH:19][C:18]=3[CH3:35])[C:13]([CH3:16])=[CH:14][CH:15]=2)[CH:5]=[CH:4][C:3]=1[CH2:36][CH2:37][C:38]([O-:40])=[O:39]. (3) Given the reactants [H-].[Na+].[C:3]([O:7][C:8](=[O:15])[NH:9][C:10]1[S:11][CH:12]=[CH:13][N:14]=1)([CH3:6])([CH3:5])[CH3:4].[CH3:16][Si:17]([CH3:24])([CH3:23])[CH2:18][CH2:19][O:20][CH2:21]Cl, predict the reaction product. The product is: [C:3]([O:7][C:8](=[O:15])[N:9]([C:10]1[S:11][CH:12]=[CH:13][N:14]=1)[CH2:21][O:20][CH2:19][CH2:18][Si:17]([CH3:24])([CH3:23])[CH3:16])([CH3:6])([CH3:4])[CH3:5]. (4) Given the reactants COP([O-])(OC)=O.[C:8]1([I+:14][C:15]2[CH:20]=[CH:19][CH:18]=[CH:17][CH:16]=2)[CH:13]=[CH:12][CH:11]=[CH:10][CH:9]=1.[C:21]12([CH2:31][S:32]([OH:35])(=[O:34])=[O:33])[C:28]([CH3:30])([CH3:29])[CH:25]([CH2:26][CH2:27]1)[CH2:24][C:22]2=[O:23].N, predict the reaction product. The product is: [C:21]12([CH2:31][S:32]([O-:35])(=[O:33])=[O:34])[C:28]([CH3:30])([CH3:29])[CH:25]([CH2:26][CH2:27]1)[CH2:24][C:22]2=[O:23].[C:15]1([I+:14][C:8]2[CH:9]=[CH:10][CH:11]=[CH:12][CH:13]=2)[CH:16]=[CH:17][CH:18]=[CH:19][CH:20]=1. (5) Given the reactants [F:1][C:2]1[CH:7]=[CH:6][C:5]([S:8]([N:11]2[C:15]([C:16]3[CH:21]=[CH:20][CH:19]=[CH:18][C:17]=3[C:22]([F:25])([F:24])[F:23])=[CH:14][C:13]([CH:26]=O)=[CH:12]2)(=[O:10])=[O:9])=[CH:4][CH:3]=1.[Cl-:28].C[NH3+].[C:31]([BH3-])#[N:32].[Na+], predict the reaction product. The product is: [ClH:28].[F:1][C:2]1[CH:7]=[CH:6][C:5]([S:8]([N:11]2[C:15]([C:16]3[CH:21]=[CH:20][CH:19]=[CH:18][C:17]=3[C:22]([F:25])([F:24])[F:23])=[CH:14][C:13]([CH2:26][NH:32][CH3:31])=[CH:12]2)(=[O:10])=[O:9])=[CH:4][CH:3]=1. (6) Given the reactants CC1C([S:7]([Cl:10])(=[O:9])=[O:8])=C(C)NN=1.[CH2:12]([C:14]1[CH:18]=[C:17]([CH2:19][CH3:20])[N:16]([CH3:21])[N:15]=1)[CH3:13], predict the reaction product. The product is: [CH2:12]([C:14]1[C:18]([S:7]([Cl:10])(=[O:9])=[O:8])=[C:17]([CH2:19][CH3:20])[N:16]([CH3:21])[N:15]=1)[CH3:13]. (7) Given the reactants [Br:1][C:2]1[C:11]2[C:10]([S:12](Cl)(=[O:14])=[O:13])=[CH:9][CH:8]=[CH:7][C:6]=2[CH:5]=[N:4][CH:3]=1.[C:16]([O:20][C:21]([NH:23][C@H:24]1[CH2:28][CH2:27][NH:26][CH2:25]1)=[O:22])([CH3:19])([CH3:18])[CH3:17].C(N(CC)CC)C, predict the reaction product. The product is: [C:16]([O:20][C:21]([NH:23][C@H:24]1[CH2:28][CH2:27][N:26]([S:12]([C:10]2[C:11]3[C:2]([Br:1])=[CH:3][N:4]=[CH:5][C:6]=3[CH:7]=[CH:8][CH:9]=2)(=[O:14])=[O:13])[CH2:25]1)=[O:22])([CH3:19])([CH3:17])[CH3:18].